From a dataset of Full USPTO retrosynthesis dataset with 1.9M reactions from patents (1976-2016). Predict the reactants needed to synthesize the given product. (1) Given the product [C:14]1([CH:2]([NH:1][S:26]([C:20]2[CH:25]=[CH:24][CH:23]=[CH:22][CH:21]=2)(=[O:28])=[O:27])[C:3]([O:5][C@@H:6]2[CH:11]3[CH2:10][CH2:9][N:8]([CH2:13][CH2:12]3)[CH2:7]2)=[O:4])[CH:19]=[CH:18][CH:17]=[CH:16][CH:15]=1, predict the reactants needed to synthesize it. The reactants are: [NH2:1][CH:2]([C:14]1[CH:19]=[CH:18][CH:17]=[CH:16][CH:15]=1)[C:3]([O:5][C@@H:6]1[CH:11]2[CH2:12][CH2:13][N:8]([CH2:9][CH2:10]2)[CH2:7]1)=[O:4].[C:20]1([S:26](Cl)(=[O:28])=[O:27])[CH:25]=[CH:24][CH:23]=[CH:22][CH:21]=1. (2) Given the product [Br:42][C:31]1[C:30]([C@@H:20]([NH:19][C:9](=[O:10])[CH2:8][N:6]2[C:5]3[C:12]([F:17])([F:16])[C@@H:13]4[CH2:15][C@@H:14]4[C:4]=3[C:3]([CH:2]([F:18])[F:1])=[N:7]2)[CH2:21][C:22]2[CH:27]=[C:26]([F:28])[CH:25]=[C:24]([F:29])[CH:23]=2)=[N:35][C:34]([N:36]2[CH2:39][C:38]([OH:40])([CH3:41])[CH2:37]2)=[CH:33][CH:32]=1, predict the reactants needed to synthesize it. The reactants are: [F:1][CH:2]([F:18])[C:3]1[C:4]2[C@H:14]3[CH2:15][C@H:13]3[C:12]([F:17])([F:16])[C:5]=2[N:6]([CH2:8][C:9](O)=[O:10])[N:7]=1.[NH2:19][C@H:20]([C:30]1[N:35]=[C:34]([N:36]2[CH2:39][C:38]([CH3:41])([OH:40])[CH2:37]2)[CH:33]=[CH:32][C:31]=1[Br:42])[CH2:21][C:22]1[CH:27]=[C:26]([F:28])[CH:25]=[C:24]([F:29])[CH:23]=1.CN(C(ON1N=NC2C=CC=NC1=2)=[N+](C)C)C.F[P-](F)(F)(F)(F)F.C(N(CC)C(C)C)(C)C. (3) Given the product [Cl:20][C:21]1[CH:22]=[CH:23][C:24]([CH2:27][O:28][C:29]2[CH:34]=[CH:33][N:32]([C:2]3[CH:7]=[N:6][C:5]([N:8]4[CH2:12][CH2:11][CH:10]([NH:13][CH:14]5[CH2:19][CH2:18][CH2:17][CH2:16][CH2:15]5)[CH2:9]4)=[CH:4][CH:3]=3)[C:31](=[O:35])[CH:30]=2)=[N:25][CH:26]=1, predict the reactants needed to synthesize it. The reactants are: Br[C:2]1[CH:3]=[CH:4][C:5]([N:8]2[CH2:12][CH2:11][CH:10]([NH:13][CH:14]3[CH2:19][CH2:18][CH2:17][CH2:16][CH2:15]3)[CH2:9]2)=[N:6][CH:7]=1.[Cl:20][C:21]1[CH:22]=[CH:23][C:24]([CH2:27][O:28][C:29]2[CH:34]=[CH:33][NH:32][C:31](=[O:35])[CH:30]=2)=[N:25][CH:26]=1.[Na+].[I-].C([O-])([O-])=O.[K+].[K+].[C@@H]1(N)CCCC[C@H]1N. (4) Given the product [F:25][C:19]1[CH:20]=[CH:21][C:22]([F:24])=[CH:23][C:18]=1[CH2:17][N:10]1[CH2:9][C@H:8]([CH2:11][CH:12]([CH3:14])[CH3:13])[NH:7][C:6](=[O:15])[C@@H:5]1[CH2:1][CH:2]([CH3:4])[CH3:3], predict the reactants needed to synthesize it. The reactants are: [CH2:1]([C@@H:5]1[NH:10][CH2:9][C@H:8]([CH2:11][CH:12]([CH3:14])[CH3:13])[NH:7][C:6]1=[O:15])[CH:2]([CH3:4])[CH3:3].Br[CH2:17][C:18]1[CH:23]=[C:22]([F:24])[CH:21]=[CH:20][C:19]=1[F:25].FC1C=CC(CN2C[C@H](CC(C)C)NC(=O)[C@@H]2CC(C)C)=C(C(F)(F)F)C=1. (5) The reactants are: CC1C=CC(S(O[C@H:12]2[CH2:16][CH2:15][O:14][CH2:13]2)(=O)=O)=CC=1.[Cl:17][C:18]1[CH:23]=[CH:22][C:21]([C@:24]2([O:33][C@H:32]([CH2:34][OH:35])[C@@H:30]([OH:31])[C@H:28]([OH:29])[C@H:26]2[OH:27])[OH:25])=[CH:20][C:19]=1[CH2:36][C:37]1[CH:42]=[CH:41][C:40]([OH:43])=[CH:39][CH:38]=1.C(=O)([O-])[O-].[Cs+].[Cs+]. Given the product [Cl:17][C:18]1[CH:23]=[CH:22][C:21]([C@:24]2([O:33][C@H:32]([CH2:34][OH:35])[C@@H:30]([OH:31])[C@H:28]([OH:29])[C@H:26]2[OH:27])[OH:25])=[CH:20][C:19]=1[CH2:36][C:37]1[CH:38]=[CH:39][C:40]([O:43][C@@H:12]2[CH2:16][CH2:15][O:14][CH2:13]2)=[CH:41][CH:42]=1, predict the reactants needed to synthesize it. (6) Given the product [OH:1][CH2:2][CH2:3][C:4]1[CH:9]=[CH:8][C:7]([O:10][C:13](=[O:14])[N:12]([CH3:11])[C:16]2[CH:21]=[CH:20][CH:19]=[CH:18][CH:17]=2)=[CH:6][CH:5]=1, predict the reactants needed to synthesize it. The reactants are: [OH:1][CH2:2][CH2:3][C:4]1[CH:9]=[CH:8][C:7]([OH:10])=[CH:6][CH:5]=1.[CH3:11][N:12]([C:16]1[CH:21]=[CH:20][CH:19]=[CH:18][CH:17]=1)[C:13](Cl)=[O:14]. (7) Given the product [CH:20]1([CH2:19][CH2:18][CH2:17][C@@H:8]([C:6]2[O:5][N:4]=[C:3]([CH2:2][NH:1][S:37]([CH:34]([CH3:36])[CH3:35])(=[O:39])=[O:38])[N:7]=2)[CH2:9][C:10]([O:12][C:13]([CH3:15])([CH3:16])[CH3:14])=[O:11])[CH2:21][CH2:22][CH2:23][CH2:24][CH2:25]1, predict the reactants needed to synthesize it. The reactants are: [NH2:1][CH2:2][C:3]1[N:7]=[C:6]([C@H:8]([CH2:17][CH2:18][CH2:19][CH:20]2[CH2:25][CH2:24][CH2:23][CH2:22][CH2:21]2)[CH2:9][C:10]([O:12][C:13]([CH3:16])([CH3:15])[CH3:14])=[O:11])[O:5][N:4]=1.N1C(C)=CC=CC=1C.[CH:34]([S:37](Cl)(=[O:39])=[O:38])([CH3:36])[CH3:35]. (8) The reactants are: [CH:1]12[O:8][CH:5](CC1)[CH2:4][N:3]([C:9]1[N:14]=[C:13]([C:15]3[CH:21]=[CH:20][C:18]([NH2:19])=[CH:17][CH:16]=3)[CH:12]=[CH:11][N:10]=1)[CH2:2]2.[CH3:22][C@H]1COCCN1. Given the product [CH3:22][C@@H:4]1[N:3]([C:9]2[N:14]=[C:13]([C:15]3[CH:16]=[CH:17][C:18]([NH2:19])=[CH:20][CH:21]=3)[CH:12]=[CH:11][N:10]=2)[CH2:2][CH2:1][O:8][CH2:5]1, predict the reactants needed to synthesize it. (9) Given the product [CH3:28][C:25]([O:24][C:22]([N:8]([C:6]([O:5][C:2]([CH3:1])([CH3:3])[CH3:4])=[O:7])[C:9]1[CH:19]=[C:18]([CH2:20][Br:29])[C:17]([Cl:21])=[CH:16][C:10]=1[C:11]([O:13][CH2:14][CH3:15])=[O:12])=[O:23])([CH3:27])[CH3:26], predict the reactants needed to synthesize it. The reactants are: [CH3:1][C:2]([O:5][C:6]([N:8]([C:22]([O:24][C:25]([CH3:28])([CH3:27])[CH3:26])=[O:23])[C:9]1[CH:19]=[C:18]([CH3:20])[C:17]([Cl:21])=[CH:16][C:10]=1[C:11]([O:13][CH2:14][CH3:15])=[O:12])=[O:7])([CH3:4])[CH3:3].[Br:29]CC1C=C(C=CC=1S(CC)(=O)=O)C#N.